From a dataset of Forward reaction prediction with 1.9M reactions from USPTO patents (1976-2016). Predict the product of the given reaction. (1) Given the reactants [C:1]([O:5][C:6]([N:8]1[CH2:13][CH2:12][N:11]([C:14]2[NH:22][C:21]3[C:20](=[O:23])[N:19]([CH2:24][C:25]([C:27]4[CH:32]=[CH:31][CH:30]=[C:29]([O:33][CH3:34])[CH:28]=4)=[O:26])[CH:18]=[N:17][C:16]=3[CH:15]=2)[CH2:10][CH2:9]1)=[O:7])([CH3:4])([CH3:3])[CH3:2].[CH3:35][CH:36](Br)[C:37]#[CH:38].C(=O)([O-])[O-].[K+].[K+], predict the reaction product. The product is: [C:1]([O:5][C:6]([N:8]1[CH2:9][CH2:10][N:11]([C:14]2[N:22]([CH2:35][C:36]#[C:37][CH3:38])[C:21]3[C:20](=[O:23])[N:19]([CH2:24][C:25]([C:27]4[CH:32]=[CH:31][CH:30]=[C:29]([O:33][CH3:34])[CH:28]=4)=[O:26])[CH:18]=[N:17][C:16]=3[CH:15]=2)[CH2:12][CH2:13]1)=[O:7])([CH3:4])([CH3:3])[CH3:2]. (2) Given the reactants [CH2:1]([CH:3]1[C:12]2[C:7](=[CH:8][C:9]([O:14][CH3:15])=[C:10]([OH:13])[CH:11]=2)[CH2:6][CH2:5][NH:4]1)[CH3:2].[C:16](OC(=O)C)(=[O:18])[CH3:17].C(N(CC)CC)C, predict the reaction product. The product is: [C:16]([N:4]1[CH2:5][CH2:6][C:7]2[C:12](=[CH:11][C:10]([OH:13])=[C:9]([O:14][CH3:15])[CH:8]=2)[CH:3]1[CH2:1][CH3:2])(=[O:18])[CH3:17]. (3) Given the reactants [F:1][C:2]([F:21])([F:20])[C:3]1[CH:8]=[C:7]([C:9]([F:12])([F:11])[F:10])[CH:6]=[CH:5][C:4]=1[C:13]1[CH:17]=[C:16]([CH2:18]Cl)[O:15][N:14]=1.[F:22][C:23]1[C:28]([F:29])=[CH:27][CH:26]=[CH:25][C:24]=1[C:30]1[N:31]=[C:32]2[CH:37]=[CH:36][NH:35][N:34]=[C:33]2[N:38]=1, predict the reaction product. The product is: [F:1][C:2]([F:21])([F:20])[C:3]1[CH:8]=[C:7]([C:9]([F:12])([F:11])[F:10])[CH:6]=[CH:5][C:4]=1[C:13]1[CH:17]=[C:16]([CH2:18][N:35]2[CH:36]=[CH:37][C:32]3=[N:31][C:30]([C:24]4[CH:25]=[CH:26][CH:27]=[C:28]([F:29])[C:23]=4[F:22])=[N:38][C:33]3=[N:34]2)[O:15][N:14]=1. (4) Given the reactants Br[C:2]1[CH:3]=[N:4][CH:5]=[C:6]([F:10])[C:7]=1[CH:8]=[O:9].C([Sn](CCCC)(CCCC)[C:16]1[N:17]=[CH:18][N:19]([C:21]([C:34]2[CH:39]=[CH:38][CH:37]=[CH:36][CH:35]=2)([C:28]2[CH:33]=[CH:32][CH:31]=[CH:30][CH:29]=2)[C:22]2[CH:27]=[CH:26][CH:25]=[CH:24][CH:23]=2)[CH:20]=1)CCC, predict the reaction product. The product is: [F:10][C:6]1[CH:5]=[N:4][CH:3]=[C:2]([C:16]2[N:17]=[CH:18][N:19]([C:21]([C:22]3[CH:27]=[CH:26][CH:25]=[CH:24][CH:23]=3)([C:34]3[CH:35]=[CH:36][CH:37]=[CH:38][CH:39]=3)[C:28]3[CH:29]=[CH:30][CH:31]=[CH:32][CH:33]=3)[CH:20]=2)[C:7]=1[CH:8]=[O:9]. (5) Given the reactants [Cl-].[CH:2]1([CH2:8][O:9][C:10]2[CH:15]=[CH:14][CH:13]=[CH:12][C:11]=2[CH2:16][P+](C2C=CC=CC=2)(C2C=CC=CC=2)C2C=CC=CC=2)[CH2:7][CH2:6][CH2:5][CH2:4][CH2:3]1.[H-].[Na+].[CH2:38]([O:45][C:46]([N:48]1[CH2:53][CH2:52][CH:51]([CH:54]=O)[CH2:50][CH2:49]1)=[O:47])[C:39]1[CH:44]=[CH:43][CH:42]=[CH:41][CH:40]=1.O, predict the reaction product. The product is: [CH2:38]([O:45][C:46]([N:48]1[CH2:53][CH2:52][CH:51](/[CH:54]=[CH:16]/[C:11]2[CH:12]=[CH:13][CH:14]=[CH:15][C:10]=2[O:9][CH2:8][CH:2]2[CH2:3][CH2:4][CH2:5][CH2:6][CH2:7]2)[CH2:50][CH2:49]1)=[O:47])[C:39]1[CH:40]=[CH:41][CH:42]=[CH:43][CH:44]=1. (6) Given the reactants [NH2:1][C:2]1[CH:10]=[CH:9][C:5]([C:6]([OH:8])=O)=[CH:4][N:3]=1.[CH3:11][N:12]1[CH2:17][CH2:16][NH:15][CH2:14][CH2:13]1, predict the reaction product. The product is: [NH2:1][C:2]1[N:3]=[CH:4][C:5]([C:6]([N:15]2[CH2:16][CH2:17][N:12]([CH3:11])[CH2:13][CH2:14]2)=[O:8])=[CH:9][CH:10]=1.